From a dataset of Forward reaction prediction with 1.9M reactions from USPTO patents (1976-2016). Predict the product of the given reaction. (1) Given the reactants [Cl:1][C:2]1[CH:22]=[C:21]([Cl:23])[CH:20]=[CH:19][C:3]=1[CH2:4][NH:5][C:6]([C:8]1[C:9]([O:16][CH2:17][CH3:18])=[N:10][N:11]([CH2:13][CH2:14][OH:15])[CH:12]=1)=[O:7].[CH2:24]([C:26]1[C:27](O)=[C:28]([CH2:32][C:33]([O:35]C)=[O:34])[CH:29]=[CH:30][CH:31]=1)[CH3:25].C(P(CCCC)CCCC)CCC.N(C(N1CCCCC1)=O)=NC(N1CCCCC1)=O, predict the reaction product. The product is: [Cl:1][C:2]1[CH:22]=[C:21]([Cl:23])[CH:20]=[CH:19][C:3]=1[CH2:4][NH:5][C:6]([C:8]1[C:9]([O:16][CH2:17][CH3:18])=[N:10][N:11]([CH2:13][CH2:14][O:15][C:27]2[C:26]([CH2:24][CH3:25])=[CH:31][CH:30]=[CH:29][C:28]=2[CH2:32][C:33]([OH:35])=[O:34])[CH:12]=1)=[O:7]. (2) Given the reactants [CH3:1][C:2]([O:5][C:6]([NH:8][CH2:9][CH2:10][C:11]([OH:13])=O)=[O:7])([CH3:4])[CH3:3].C(N1CCOCC1)C.C1C=C2N=NN(O)C2=CC=1.O.C(Cl)CCl.FC(F)(F)C(O)=O.[CH3:44][CH:45]([O:47][C:48]1[CH:55]=[CH:54][C:53]([C:56]2[O:60][N:59]=[C:58]([C:61]3[C:62]([CH3:71])=[C:63]4[C:68](=[CH:69][CH:70]=3)[CH2:67][NH:66][CH2:65][CH2:64]4)[N:57]=2)=[CH:52][C:49]=1[C:50]#[N:51])[CH3:46], predict the reaction product. The product is: [C:50]([C:49]1[CH:52]=[C:53]([C:56]2[O:60][N:59]=[C:58]([C:61]3[C:62]([CH3:71])=[C:63]4[C:68](=[CH:69][CH:70]=3)[CH2:67][N:66]([C:11](=[O:13])[CH2:10][CH2:9][NH:8][C:6](=[O:7])[O:5][C:2]([CH3:1])([CH3:3])[CH3:4])[CH2:65][CH2:64]4)[N:57]=2)[CH:54]=[CH:55][C:48]=1[O:47][CH:45]([CH3:46])[CH3:44])#[N:51]. (3) The product is: [C:1]1([C:31]2[CH:36]=[CH:35][CH:34]=[CH:33][CH:32]=2)[CH:6]=[CH:5][CH:4]=[CH:3][C:2]=1[N:7]1[C:8]2[CH:9]=[CH:10][CH:11]=[C:12]3[C:27]([CH3:28])([CH3:29])[C:22]4[CH:23]=[CH:24][CH:25]=[CH:26][C:21]=4[N:14]([C:13]=23)[C:15]2[CH:16]=[CH:17][CH:18]=[CH:19][C:20]1=2. Given the reactants [C:1]1([C:31]2[CH:36]=[CH:35][CH:34]=[CH:33][CH:32]=2)[CH:6]=[CH:5][CH:4]=[CH:3][C:2]=1[N:7]1[C:20]2[CH:19]=[CH:18][CH:17]=[CH:16][C:15]=2[N:14]([C:21]2[CH:26]=[CH:25][CH:24]=[CH:23][C:22]=2[C:27](O)([CH3:29])[CH3:28])[C:13]2[C:8]1=[CH:9][CH:10]=[CH:11][CH:12]=2.CS(O)(=O)=O.O, predict the reaction product. (4) The product is: [F:1][C:2]1[CH:7]=[C:6]([F:8])[CH:5]=[CH:4][C:3]=1[CH:9]1[C:10]2[O:14][C:18](=[O:19])[NH:17][C:15](=[O:16])[C:11]=2[CH2:12][CH2:13]1. Given the reactants [F:1][C:2]1[CH:7]=[C:6]([F:8])[CH:5]=[CH:4][C:3]=1[CH:9]1[CH2:13][CH2:12][CH2:11][C:10]1=[O:14].[C:15](Cl)([N:17]=[C:18]=[O:19])=[O:16].C1(C)C=CC=CC=1, predict the reaction product. (5) Given the reactants Cl[C:2]1[N:7]=[C:6]([CH2:8][O:9][C:10]2[CH:11]=[C:12]([C@H:16]([CH:22]3[CH2:24][CH2:23]3)[CH2:17][C:18]([O:20][CH3:21])=[O:19])[CH:13]=[CH:14][CH:15]=2)[CH:5]=[N:4][C:3]=1[C:25]1[C:30]([F:31])=[CH:29][N:28]=[C:27]([O:32][CH3:33])[CH:26]=1.[CH3:34][C:35]1[S:39][C:38](B(O)O)=[CH:37][CH:36]=1.C([O-])([O-])=O.[Cs+].[Cs+], predict the reaction product. The product is: [CH:22]1([C@@H:16]([C:12]2[CH:13]=[CH:14][CH:15]=[C:10]([O:9][CH2:8][C:6]3[CH:5]=[N:4][C:3]([C:25]4[C:30]([F:31])=[CH:29][N:28]=[C:27]([O:32][CH3:33])[CH:26]=4)=[C:2]([C:38]4[S:39][C:35]([CH3:34])=[CH:36][CH:37]=4)[N:7]=3)[CH:11]=2)[CH2:17][C:18]([O:20][CH3:21])=[O:19])[CH2:24][CH2:23]1. (6) Given the reactants [CH:1]([CH:3]1[CH2:6][N:5]([C:7]([O:9][C:10]([CH3:13])([CH3:12])[CH3:11])=[O:8])[CH2:4]1)=O.C1C2(CCN(C(OC(C)(C)C)=O)CC2)[CH2:17][CH:16]([C:31]([O:33][CH2:34][CH3:35])=[O:32])[NH:15]1, predict the reaction product. The product is: [CH2:6]1[C:3]2([CH2:17][CH:16]([C:31]([O:33][CH2:34][CH3:35])=[O:32])[NH:15][CH2:1]2)[CH2:4][N:5]1[C:7]([O:9][C:10]([CH3:13])([CH3:12])[CH3:11])=[O:8]. (7) Given the reactants Cl[C:2]1[N:7]=[CH:6][C:5]([CH2:8][N:9]2[C:17]3[C:12](=[N:13][CH:14]=[CH:15][CH:16]=3)[C:11]([C:18]([NH:20][CH:21]3[CH2:26][CH2:25][O:24][CH2:23][CH:22]3[OH:27])=[O:19])=[CH:10]2)=[CH:4][CH:3]=1.[CH3:28][N:29]1[CH:33]=[C:32](B2OC(C)(C)C(C)(C)O2)[CH:31]=[N:30]1, predict the reaction product. The product is: [OH:27][CH:22]1[CH:21]([NH:20][C:18]([C:11]2[C:12]3=[N:13][CH:14]=[CH:15][CH:16]=[C:17]3[N:9]([CH2:8][C:5]3[CH:6]=[N:7][C:2]([C:32]4[CH:31]=[N:30][N:29]([CH3:28])[CH:33]=4)=[CH:3][CH:4]=3)[CH:10]=2)=[O:19])[CH2:26][CH2:25][O:24][CH2:23]1.